Task: Predict the reactants needed to synthesize the given product.. Dataset: Full USPTO retrosynthesis dataset with 1.9M reactions from patents (1976-2016) (1) Given the product [CH2:1]([O:8][CH2:9][CH2:10][CH:11]1[N:16]2[C:17]3[CH:18]=[CH:19][CH:20]=[C:21]([F:24])[C:22]=3[CH:23]=[C:15]2[C:14]2[N:25]=[C:26]([Cl:29])[CH:27]=[CH:28][C:13]=2[O:12]1)[C:2]1[CH:3]=[CH:4][CH:5]=[CH:6][CH:7]=1, predict the reactants needed to synthesize it. The reactants are: [CH2:1]([O:8][CH2:9][CH2:10][CH:11]1[N:16]2[C:17]3[CH:18]=[CH:19][CH:20]=[C:21]([F:24])[C:22]=3[CH2:23][CH:15]2[C:14]2[N:25]=[C:26]([Cl:29])[CH:27]=[CH:28][C:13]=2[O:12]1)[C:2]1[CH:7]=[CH:6][CH:5]=[CH:4][CH:3]=1.C(C1C(=O)C(Cl)=C(Cl)C(=O)C=1C#N)#N. (2) Given the product [OH:1][C:2]1([C:12]#[C:13]/[C:14](/[C:21]([F:22])([F:23])[F:24])=[CH:15]\[C:16]([OH:18])=[O:17])[C:7]([CH3:8])([CH3:9])[CH2:6][C:5](=[O:10])[CH:4]=[C:3]1[CH3:11], predict the reactants needed to synthesize it. The reactants are: [OH:1][C:2]1([C:12]#[C:13]/[C:14](/[C:21]([F:24])([F:23])[F:22])=[CH:15]\[C:16]([O:18]CC)=[O:17])[C:7]([CH3:9])([CH3:8])[CH2:6][C:5](=[O:10])[CH:4]=[C:3]1[CH3:11].[OH-].[Na+].Cl. (3) Given the product [CH2:25]([O:27][C:28]([CH:30]1[CH2:35][CH2:34][CH:33]([NH:36][C:20]2[N:19]=[C:18]([C:15]3[N:11]4[CH:12]=[CH:13][CH:14]=[C:9]([O:8][CH2:1][C:2]5[CH:7]=[CH:6][CH:5]=[CH:4][CH:3]=5)[C:10]4=[N:17][CH:16]=3)[CH:23]=[CH:22][N:21]=2)[CH2:32][CH2:31]1)=[O:29])[CH3:26], predict the reactants needed to synthesize it. The reactants are: [CH2:1]([O:8][C:9]1[C:10]2[N:11]([C:15]([C:18]3[CH:23]=[CH:22][N:21]=[C:20](Cl)[N:19]=3)=[CH:16][N:17]=2)[CH:12]=[CH:13][CH:14]=1)[C:2]1[CH:7]=[CH:6][CH:5]=[CH:4][CH:3]=1.[CH2:25]([O:27][C:28]([CH:30]1[CH2:35][CH2:34][CH:33]([NH2:36])[CH2:32][CH2:31]1)=[O:29])[CH3:26].